This data is from Reaction yield outcomes from USPTO patents with 853,638 reactions. The task is: Predict the reaction yield, written as a fraction of the theoretical maximum amount of product (1.0 means a 100% yield; for example, 0.34 means a 34% yield). (1) The reactants are [C:1]([O:5][C:6]([N:8]1[CH2:13][CH2:12][CH:11]([OH:14])[CH2:10][CH2:9]1)=[O:7])([CH3:4])([CH3:3])[CH3:2].[F:15][C:16]1[CH:21]=[C:20]([N+:22]([O-:24])=[O:23])[CH:19]=[CH:18][C:17]=1O.C1(P(C2C=CC=CC=2)C2C=CC=CC=2)C=CC=CC=1.N(C(OCC)=O)=NC(OCC)=O. The catalyst is ClCCl. The product is [C:1]([O:5][C:6]([N:8]1[CH2:13][CH2:12][CH:11]([O:14][C:17]2[CH:18]=[CH:19][C:20]([N+:22]([O-:24])=[O:23])=[CH:21][C:16]=2[F:15])[CH2:10][CH2:9]1)=[O:7])([CH3:4])([CH3:2])[CH3:3]. The yield is 0.730. (2) The reactants are [CH3:1][O:2][C:3](=[O:28])[CH2:4][CH2:5][C@H:6]([C@@H:8]1[C@:25]2([CH3:26])[C@H:11]([C@H:12]3[C@H:22]([CH2:23][CH2:24]2)[C@:20]2([CH3:21])[C:15]([CH2:16][C@@H:17]([OH:27])[CH2:18][CH2:19]2)=[CH:14][CH2:13]3)[CH2:10][CH2:9]1)[CH3:7].[C:29](OC(=O)C)(=[O:31])[CH3:30]. The catalyst is N1C=CC=CC=1. The product is [CH3:1][O:2][C:3](=[O:28])[CH2:4][CH2:5][C@H:6]([C@@H:8]1[C@:25]2([CH3:26])[C@H:11]([C@H:12]3[C@H:22]([CH2:23][CH2:24]2)[C@:20]2([CH3:21])[C:15]([CH2:16][C@@H:17]([O:27][C:29](=[O:31])[CH3:30])[CH2:18][CH2:19]2)=[CH:14][CH2:13]3)[CH2:10][CH2:9]1)[CH3:7]. The yield is 0.950.